From a dataset of Full USPTO retrosynthesis dataset with 1.9M reactions from patents (1976-2016). Predict the reactants needed to synthesize the given product. (1) The reactants are: Br[C:2]1[N:7]=[C:6]([C:8]([O:10][CH3:11])=[O:9])[CH:5]=[CH:4][C:3]=1[F:12].[F:13][C:14]1[CH:19]=[C:18]([CH2:20][O:21][CH:22]2[CH2:27][CH2:26][O:25][CH2:24][CH2:23]2)[CH:17]=[C:16]([F:28])[C:15]=1B1OC(C)(C)C(C)(C)O1. Given the product [F:13][C:14]1[CH:19]=[C:18]([CH2:20][O:21][CH:22]2[CH2:27][CH2:26][O:25][CH2:24][CH2:23]2)[CH:17]=[C:16]([F:28])[C:15]=1[C:2]1[N:7]=[C:6]([C:8]([O:10][CH3:11])=[O:9])[CH:5]=[CH:4][C:3]=1[F:12], predict the reactants needed to synthesize it. (2) Given the product [CH2:33]([O:32][C:30](=[O:31])[NH:19][CH2:18][CH:15]1[CH2:14][C:13]2[CH:12]=[CH:11][CH:10]=[C:9]([C:3]3[CH:4]=[CH:5][C:6]([Cl:8])=[CH:7][C:2]=3[Cl:1])[C:17]=2[O:16]1)[C:34]1[CH:39]=[CH:38][CH:37]=[CH:36][CH:35]=1, predict the reactants needed to synthesize it. The reactants are: [Cl:1][C:2]1[CH:7]=[C:6]([Cl:8])[CH:5]=[CH:4][C:3]=1[C:9]1[C:17]2[O:16][CH:15]([CH2:18][NH2:19])[CH2:14][C:13]=2[CH:12]=[CH:11][CH:10]=1.C(N(C(C)C)CC)(C)C.Cl[C:30]([O:32][CH2:33][C:34]1[CH:39]=[CH:38][CH:37]=[CH:36][CH:35]=1)=[O:31].C1(C2C3OC(CNC(=O)OCC4C=CC=CC=4)CC=3C=CC=2)CCCC1.